This data is from Forward reaction prediction with 1.9M reactions from USPTO patents (1976-2016). The task is: Predict the product of the given reaction. (1) Given the reactants [CH2:1]([O:3][C:4]([C:6]1[C:7]2[CH2:15][CH2:14][CH2:13][CH2:12][C:8]=2[S:9][C:10]=1[NH2:11])=[O:5])[CH3:2].C[C:17]1([CH3:25])[C:19]([CH3:21])([CH3:20])[CH:18]1[C:22]([OH:24])=O, predict the reaction product. The product is: [CH2:20]1[CH:19]2[C:18]3([C:22]([NH:11][C:10]4[S:9][C:8]5[CH2:12][CH2:13][C:14]6[C:15]([C:7]=5[C:6]=4[C:4]([O:3][CH2:1][CH3:2])=[O:5])=[CH:8][CH:7]=[CH:6][CH:4]=6)=[O:24])[CH2:17][CH:25]([CH2:14][CH:13]1[CH2:12]3)[CH2:21]2. (2) Given the reactants [CH3:1][N:2]1[C@@H:18]2[CH2:19][C:7]3[CH:8]=[CH:9][C:10]([O:22][CH3:23])=[C:11]4[O:12][C@H:13]5[C:14]([O:20]C)=[CH:15][CH:16]=[C:17]2[C@:5]5([C:6]=34)[CH2:4][CH2:3]1.C(O)=[O:25].S(=O)(=O)(O)O.OO.[OH-].[NH4+], predict the reaction product. The product is: [CH3:1][N:2]1[C@@H:18]2[CH2:19][C:7]3[CH:8]=[CH:9][C:10]([O:22][CH3:23])=[C:11]4[O:12][CH:13]5[C:14]([CH:15]=[CH:16][C@:17]2([OH:25])[C@:5]5([C:6]=34)[CH2:4][CH2:3]1)=[O:20]. (3) The product is: [Br:20][C:17]([F:19])([F:18])[C:9]#[C:8][CH2:7][O:6][Si:5]([C:1]([CH3:3])([CH3:4])[CH3:2])([CH3:10])[CH3:11]. Given the reactants [C:1]([Si:5]([CH3:11])([CH3:10])[O:6][CH2:7][C:8]#[CH:9])([CH3:4])([CH3:3])[CH3:2].[Li]CCCC.[C:17](Br)([Br:20])([F:19])[F:18], predict the reaction product. (4) Given the reactants [F:1][C:2]1[N:12]=[CH:11][C:5]2[N:6]=[CH:7][NH:8][C:9](=O)[C:4]=2[CH:3]=1.O=P(Cl)(Cl)Cl.[Br:18][C:19]1[CH:20]=[C:21]([CH:23]=[CH:24][CH:25]=1)[NH2:22], predict the reaction product. The product is: [Br:18][C:19]1[CH:20]=[C:21]([CH:23]=[CH:24][CH:25]=1)[NH:22][C:9]1[C:4]2[CH:3]=[C:2]([F:1])[N:12]=[CH:11][C:5]=2[N:6]=[CH:7][N:8]=1. (5) Given the reactants C([O:3][C:4]([C@@H:6]1[C@@H:8]([C:9](=[O:34])[NH:10][C@@H:11]([CH2:30][CH:31]([CH3:33])[CH3:32])[C:12]([NH:14][CH2:15][CH2:16][CH2:17][CH2:18][NH:19][S:20]([C:23]2[CH:28]=[CH:27][C:26]([F:29])=[CH:25][CH:24]=2)(=[O:22])=[O:21])=[O:13])[O:7]1)=[O:5])C.[Li+].[OH-], predict the reaction product. The product is: [F:29][C:26]1[CH:27]=[CH:28][C:23]([S:20]([NH:19][CH2:18][CH2:17][CH2:16][CH2:15][NH:14][C:12](=[O:13])[C@@H:11]([NH:10][C:9]([C@H:8]2[O:7][C@@H:6]2[C:4]([OH:5])=[O:3])=[O:34])[CH2:30][CH:31]([CH3:32])[CH3:33])(=[O:22])=[O:21])=[CH:24][CH:25]=1. (6) Given the reactants [CH2:1]1[C:9]2[C:4](=[CH:5][C:6]([S:10]([CH2:13][C:14]3[CH:19]=[CH:18][C:17]([C:20](O)([C:25]([F:28])([F:27])[F:26])[C:21]([F:24])([F:23])[F:22])=[CH:16][CH:15]=3)(=[O:12])=[O:11])=[CH:7][CH:8]=2)[CH2:3][CH2:2]1.CCN(S(F)(F)[F:36])CC, predict the reaction product. The product is: [F:22][C:21]([F:23])([F:24])[C:20]([F:36])([C:17]1[CH:18]=[CH:19][C:14]([CH2:13][S:10]([C:6]2[CH:5]=[C:4]3[C:9](=[CH:8][CH:7]=2)[CH2:1][CH2:2][CH2:3]3)(=[O:12])=[O:11])=[CH:15][CH:16]=1)[C:25]([F:27])([F:28])[F:26]. (7) Given the reactants [CH3:1][C:2]1([C:8]([O:10][CH2:11][CH3:12])=[O:9])[CH2:7][CH2:6][CH2:5][NH:4][CH2:3]1.F[C:14]1[CH:19]=[CH:18][C:17]([N+:20]([O-:22])=[O:21])=[CH:16][CH:15]=1, predict the reaction product. The product is: [CH3:1][C:2]1([C:8]([O:10][CH2:11][CH3:12])=[O:9])[CH2:7][CH2:6][CH2:5][N:4]([C:14]2[CH:19]=[CH:18][C:17]([N+:20]([O-:22])=[O:21])=[CH:16][CH:15]=2)[CH2:3]1. (8) Given the reactants Cl[CH:2]([CH:16]1[CH2:21][CH2:20][CH2:19][CH2:18][CH2:17]1)[C:3]1[CH:4]=[C:5]([C:9]2[CH:10]=[CH:11][C:12]([F:15])=[N:13][CH:14]=2)[O:6][C:7]=1[CH3:8].[NH2:22][C:23]1[CH:28]=[CH:27][C:26]([C:29]([NH:31][CH2:32][CH2:33][C:34]([O:36]CC)=[O:35])=[O:30])=[CH:25][CH:24]=1.C(=O)([O-])[O-].[Na+].[Na+].[I-].[Na+], predict the reaction product. The product is: [CH:16]1([CH:2]([NH:22][C:23]2[CH:24]=[CH:25][C:26]([C:29]([NH:31][CH2:32][CH2:33][C:34]([OH:36])=[O:35])=[O:30])=[CH:27][CH:28]=2)[C:3]2[CH:4]=[C:5]([C:9]3[CH:14]=[N:13][C:12]([F:15])=[CH:11][CH:10]=3)[O:6][C:7]=2[CH3:8])[CH2:21][CH2:20][CH2:19][CH2:18][CH2:17]1. (9) Given the reactants [Cl:1][C:2]1[NH:7][C:6](=[O:8])[N:5]([CH:9]([CH3:11])[CH3:10])[C:4](=[O:12])[C:3]=1[CH2:13][C:14](=O)[C:15]1[CH:20]=[CH:19][CH:18]=[CH:17][CH:16]=1.C([O-])(=O)C.[NH4+].C([BH3-])#[N:28].[Na+], predict the reaction product. The product is: [NH2:28][CH:14]([C:15]1[CH:20]=[CH:19][CH:18]=[CH:17][CH:16]=1)[CH2:13][C:3]1[C:4](=[O:12])[N:5]([CH:9]([CH3:11])[CH3:10])[C:6](=[O:8])[NH:7][C:2]=1[Cl:1]. (10) Given the reactants [Br:1][C:2]1[CH:3]=[CH:4][C:5](=[O:25])[N:6]([CH2:10][CH2:11][C:12]2[CH:24]=[CH:23][C:15]([C:16]([O:18]C(C)(C)C)=[O:17])=[CH:14][CH:13]=2)[C:7]=1[CH2:8]Br.Cl.CNC1C=CC=C([C:35]([F:38])([F:37])[F:36])C=1.C([N:41]([CH2:44][CH3:45])[CH2:42]C)C.[C:46](OCC)(=O)C.CN1[C:57](=[O:58])[CH2:56][CH2:55]C1, predict the reaction product. The product is: [Br:1][C:2]1[CH:3]=[CH:4][C:5](=[O:25])[N:6]([CH2:10][CH2:11][C:12]2[CH:13]=[CH:14][C:15]([C:16]([OH:18])=[O:17])=[CH:23][CH:24]=2)[C:7]=1[CH2:8][N:41]([CH3:42])[C:44]1[CH:45]=[CH:55][CH:56]=[C:57]([O:58][C:35]([F:36])([F:37])[F:38])[CH:46]=1.